Dataset: Reaction yield outcomes from USPTO patents with 853,638 reactions. Task: Predict the reaction yield, written as a fraction of the theoretical maximum amount of product (1.0 means a 100% yield; for example, 0.34 means a 34% yield). (1) The reactants are Cl.[Cl:2][C:3]1[CH:4]=[N+:5]([O-:32])[CH:6]=[C:7]([Cl:31])[C:8]=1[CH2:9][C@@H:10]([C:19]1[CH:24]=[CH:23][C:22]([O:25][CH:26]([F:28])[F:27])=[C:21]([O:29][CH3:30])[CH:20]=1)[O:11][C:12]([C@H:14]1[NH:18][CH2:17][CH2:16][S:15]1)=[O:13].[CH3:33][N:34]([CH3:47])[C:35]([C:37]1[CH:38]=[C:39]([S:43](Cl)(=[O:45])=[O:44])[CH:40]=[CH:41][CH:42]=1)=[O:36]. The catalyst is N1C=CC=CC=1.C(Cl)Cl. The product is [Cl:2][C:3]1[CH:4]=[N+:5]([O-:32])[CH:6]=[C:7]([Cl:31])[C:8]=1[CH2:9][C@@H:10]([C:19]1[CH:24]=[CH:23][C:22]([O:25][CH:26]([F:28])[F:27])=[C:21]([O:29][CH3:30])[CH:20]=1)[O:11][C:12]([C@H:14]1[N:18]([S:43]([C:39]2[CH:40]=[CH:41][CH:42]=[C:37]([C:35](=[O:36])[N:34]([CH3:33])[CH3:47])[CH:38]=2)(=[O:45])=[O:44])[CH2:17][CH2:16][S:15]1)=[O:13]. The yield is 0.316. (2) The reactants are [CH3:1][C:2]([S@:5]([NH2:7])=[O:6])([CH3:4])[CH3:3].[F:8][C:9]1[CH:14]=[CH:13][CH:12]=[CH:11][C:10]=1[C:15](=O)[CH3:16].[BH4-].[Na+]. The catalyst is C1COCC1. The product is [F:8][C:9]1[CH:14]=[CH:13][CH:12]=[CH:11][C:10]=1[C@H:15]([NH:7][S@@:5]([C:2]([CH3:4])([CH3:3])[CH3:1])=[O:6])[CH3:16]. The yield is 0.780. (3) The catalyst is O1CCCC1. The product is [Cl:14][C:15]1[N:23]=[C:22]2[C:18]([N:19]=[CH:20][N:21]2[CH2:24][CH3:25])=[C:10]([NH:9][C:4]2[CH:5]=[CH:6][C:7]([Cl:8])=[C:2]([Cl:1])[CH:3]=2)[N:16]=1. The reactants are [Cl:1][C:2]1[CH:3]=[C:4]([NH:9][CH:10]=O)[CH:5]=[CH:6][C:7]=1[Cl:8].[H-].[Na+].[Cl:14][C:15]1[N:23]=[C:22]2[C:18]([N:19]=[CH:20][N:21]2[CH2:24][CH3:25])=C(Cl)[N:16]=1.O. The yield is 0.430.